From a dataset of Catalyst prediction with 721,799 reactions and 888 catalyst types from USPTO. Predict which catalyst facilitates the given reaction. (1) Reactant: Br[C:2]1[CH:11]=[CH:10][C:5]2[O:6][CH2:7][CH2:8][NH:9][C:4]=2[CH:3]=1.[B:12]1([B:12]2[O:16][C:15]([CH3:18])([CH3:17])[C:14]([CH3:20])([CH3:19])[O:13]2)[O:16][C:15]([CH3:18])([CH3:17])[C:14]([CH3:20])([CH3:19])[O:13]1.CC([O-])=O.[K+].C(Cl)Cl. Product: [CH3:19][C:14]1([CH3:20])[C:15]([CH3:18])([CH3:17])[O:16][B:12]([C:2]2[CH:11]=[CH:10][C:5]3[O:6][CH2:7][CH2:8][NH:9][C:4]=3[CH:3]=2)[O:13]1. The catalyst class is: 12. (2) Reactant: [C:1]([O:5][C:6](=[O:17])[NH:7][C@H:8]([C:14](=[O:16])[NH2:15])[CH2:9][CH2:10][CH2:11][CH2:12][NH2:13])([CH3:4])([CH3:3])[CH3:2].O=C1CCC(=O)N1[O:25][C:26](=O)[C:27]1[CH:32]=[C:31]([C:33](=[O:35])[CH3:34])[CH:30]=[CH:29][C:28]=1[O:36][CH2:37][C:38]#[CH:39].C(N(C(C)C)C(C)C)C. Product: [C:1]([O:5][C:6](=[O:17])[NH:7][C@H:8]([C:14](=[O:16])[NH2:15])[CH2:9][CH2:10][CH2:11][CH2:12][NH:13][C:26](=[O:25])[C:27]1[CH:32]=[C:31]([C:33](=[O:35])[CH3:34])[CH:30]=[CH:29][C:28]=1[O:36][CH2:37][C:38]#[CH:39])([CH3:4])([CH3:2])[CH3:3]. The catalyst class is: 42. (3) Reactant: [NH2:1][C:2]1[N:6]([CH3:7])[N:5]=[CH:4][C:3]=1[NH:8][C:9](=[O:16])[CH2:10][C:11]([O:13][CH2:14][CH3:15])=[O:12].[C:17](Cl)([C:30]1[CH:35]=[CH:34][CH:33]=[CH:32][CH:31]=1)([C:24]1[CH:29]=[CH:28][CH:27]=[CH:26][CH:25]=1)[C:18]1[CH:23]=[CH:22][CH:21]=[CH:20][CH:19]=1.C(N(CC)CC)C. Product: [CH3:7][N:6]1[C:2]([NH:1][C:17]([C:18]2[CH:23]=[CH:22][CH:21]=[CH:20][CH:19]=2)([C:30]2[CH:31]=[CH:32][CH:33]=[CH:34][CH:35]=2)[C:24]2[CH:25]=[CH:26][CH:27]=[CH:28][CH:29]=2)=[C:3]([NH:8][C:9](=[O:16])[CH2:10][C:11]([O:13][CH2:14][CH3:15])=[O:12])[CH:4]=[N:5]1. The catalyst class is: 9. (4) Reactant: [Br:1][C:2]1[CH:11]=[CH:10][C:9]([C:12]([F:15])([F:14])[F:13])=[CH:8][C:3]=1[CH2:4][NH:5][CH2:6][CH3:7].C(N(CC)CC)C.[CH2:23]([N:30]=[C:31]=[O:32])[C:24]1[CH:29]=[CH:28][CH:27]=[CH:26][CH:25]=1.O. Product: [CH2:23]([NH:30][C:31](=[O:32])[N:5]([CH2:4][C:3]1[CH:8]=[C:9]([C:12]([F:13])([F:14])[F:15])[CH:10]=[CH:11][C:2]=1[Br:1])[CH2:6][CH3:7])[C:24]1[CH:29]=[CH:28][CH:27]=[CH:26][CH:25]=1. The catalyst class is: 2. (5) Reactant: S(Cl)([Cl:3])=O.[CH2:5]([O:17][C:18]1[CH:25]=[CH:24][C:21]([CH2:22]O)=[CH:20][CH:19]=1)[CH2:6][CH2:7][CH2:8][CH2:9][CH2:10][CH2:11][CH2:12][CH2:13][CH2:14][CH2:15][CH3:16].CN(C=O)C. Product: [CH2:5]([O:17][C:18]1[CH:25]=[CH:24][C:21]([CH2:22][Cl:3])=[CH:20][CH:19]=1)[CH2:6][CH2:7][CH2:8][CH2:9][CH2:10][CH2:11][CH2:12][CH2:13][CH2:14][CH2:15][CH3:16]. The catalyst class is: 2. (6) Reactant: [C:1]([C:3]1[CH:4]=[C:5]2[C:10](=[CH:11][CH:12]=1)[CH:9]=[C:8]([O:13][C:14]1[CH:26]=[CH:25][C:24]([N+:27]([O-])=O)=[CH:23][C:15]=1[C:16]([O:18][C:19]([CH3:22])([CH3:21])[CH3:20])=[O:17])[CH:7]=[CH:6]2)#[N:2].[Cl-].[NH4+]. Product: [NH2:27][C:24]1[CH:25]=[CH:26][C:14]([O:13][C:8]2[CH:7]=[CH:6][C:5]3[C:10](=[CH:11][CH:12]=[C:3]([C:1]#[N:2])[CH:4]=3)[CH:9]=2)=[C:15]([CH:23]=1)[C:16]([O:18][C:19]([CH3:22])([CH3:21])[CH3:20])=[O:17]. The catalyst class is: 190. (7) Reactant: CC[N:3]=C=NCCCN(C)C.C1C=CC2N(O)N=NC=2C=1.[O:22]=[C:23]1[C:31]2[C:26](=[CH:27][CH:28]=[CH:29][CH:30]=2)[C:25](=[O:32])[N:24]1[CH2:33][CH2:34][CH2:35][C:36]1[N:41]=[C:40]([NH:42][C:43]2[CH:44]=[C:45]([CH3:49])[CH:46]=[CH:47][CH:48]=2)[C:39]([C:50]([OH:52])=O)=[CH:38][N:37]=1.[NH4+].[OH-]. Product: [O:32]=[C:25]1[C:26]2[C:31](=[CH:30][CH:29]=[CH:28][CH:27]=2)[C:23](=[O:22])[N:24]1[CH2:33][CH2:34][CH2:35][C:36]1[N:41]=[C:40]([NH:42][C:43]2[CH:44]=[C:45]([CH3:49])[CH:46]=[CH:47][CH:48]=2)[C:39]([C:50]([NH2:3])=[O:52])=[CH:38][N:37]=1. The catalyst class is: 39.